The task is: Predict the reactants needed to synthesize the given product.. This data is from Full USPTO retrosynthesis dataset with 1.9M reactions from patents (1976-2016). Given the product [CH3:5][S:6]([C:9]1[CH:14]=[CH:13][C:12]([OH:15])=[C:11]([N+:1]([O-:4])=[O:2])[CH:10]=1)(=[O:7])=[O:8], predict the reactants needed to synthesize it. The reactants are: [N+:1]([O-:4])(O)=[O:2].[CH3:5][S:6]([C:9]1[CH:14]=[CH:13][C:12]([OH:15])=[CH:11][CH:10]=1)(=[O:8])=[O:7].